This data is from Forward reaction prediction with 1.9M reactions from USPTO patents (1976-2016). The task is: Predict the product of the given reaction. (1) Given the reactants [CH:1]1([NH:4][C:5]([NH:7][C:8]([C:10]2[CH:11]=[N:12][C:13]([Cl:18])=[C:14]([CH3:17])[C:15]=2Cl)=[O:9])=[O:6])[CH2:3][CH2:2]1.C[Si]([N-][Si](C)(C)C)(C)C.[K+].C1OCCOCCOCCOCCOCCOC1, predict the reaction product. The product is: [Cl:18][C:13]1[N:12]=[CH:11][C:10]2[C:8](=[O:9])[NH:7][C:5](=[O:6])[N:4]([CH:1]3[CH2:3][CH2:2]3)[C:15]=2[C:14]=1[CH3:17]. (2) Given the reactants [F:1][C:2]1[CH:7]=[CH:6][C:5]([C:8]2[N:9]=[C:10]([CH3:16])[S:11][C:12]=2[C:13]([NH2:15])=O)=[CH:4][CH:3]=1.COC1C=CC(P2(SP(C3C=CC(OC)=CC=3)(=S)S2)=[S:26])=CC=1, predict the reaction product. The product is: [F:1][C:2]1[CH:7]=[CH:6][C:5]([C:8]2[N:9]=[C:10]([CH3:16])[S:11][C:12]=2[C:13](=[S:26])[NH2:15])=[CH:4][CH:3]=1.